This data is from Forward reaction prediction with 1.9M reactions from USPTO patents (1976-2016). The task is: Predict the product of the given reaction. (1) Given the reactants [C:1]([C:3]1[CH:4]=[C:5]2[C:10](=[CH:11][C:12]=1[O:13][C:14]1[CH:19]=[CH:18][C:17]([C:20](=[O:29])[NH:21][C:22]3[CH:27]=[CH:26][CH:25]=[C:24](I)[CH:23]=3)=[CH:16][CH:15]=1)[O:9][CH2:8][CH2:7][CH:6]2[C:30]([O:32][CH3:33])=[O:31])#[N:2].B(O)(O)[C:35]1[CH:36]=[CH:37][C:38]([CH3:41])=[CH:39][CH:40]=1.C([O-])([O-])=O.[Na+].[Na+].C1(C)C=CC=CC=1, predict the reaction product. The product is: [C:1]([C:3]1[CH:4]=[C:5]2[C:10](=[CH:11][C:12]=1[O:13][C:14]1[CH:19]=[CH:18][C:17]([C:20](=[O:29])[NH:21][C:22]3[CH:23]=[C:24]([C:35]4[CH:40]=[CH:39][C:38]([CH3:41])=[CH:37][CH:36]=4)[CH:25]=[CH:26][CH:27]=3)=[CH:16][CH:15]=1)[O:9][CH2:8][CH2:7][CH:6]2[C:30]([O:32][CH3:33])=[O:31])#[N:2]. (2) The product is: [CH:19]1([NH:22][C:23](=[O:40])[C:24]2[CH:29]=[CH:28][C:27]([CH3:30])=[C:26]([C:2]3[CH:10]=[C:9]4[C:5]([C:6]([C:11]5[CH:16]=[CH:15][C:14]([O:17][CH3:18])=[CH:13][CH:12]=5)=[N:7][NH:8]4)=[CH:4][CH:3]=3)[CH:25]=2)[CH2:20][CH2:21]1. Given the reactants Br[C:2]1[CH:10]=[C:9]2[C:5]([C:6]([C:11]3[CH:16]=[CH:15][C:14]([O:17][CH3:18])=[CH:13][CH:12]=3)=[N:7][NH:8]2)=[CH:4][CH:3]=1.[CH:19]1([NH:22][C:23](=[O:40])[C:24]2[CH:29]=[CH:28][C:27]([CH3:30])=[C:26](B3OC(C)(C)C(C)(C)O3)[CH:25]=2)[CH2:21][CH2:20]1.C(=O)([O-])O.[Na+], predict the reaction product. (3) Given the reactants [Cl:1][C:2]1[CH:7]=[CH:6][CH:5]=[CH:4][C:3]=1[C:8]1[N:17]=[C:16]([N:18]2[CH2:23][CH2:22][NH:21][CH2:20][CH2:19]2)[C:15]2[C:10](=[CH:11][CH:12]=[CH:13][CH:14]=2)[N:9]=1.C(N(CC)CC)C.[CH:31]([S:34](Cl)(=[O:36])=[O:35])([CH3:33])[CH3:32], predict the reaction product. The product is: [Cl:1][C:2]1[CH:7]=[CH:6][CH:5]=[CH:4][C:3]=1[C:8]1[N:17]=[C:16]([N:18]2[CH2:23][CH2:22][N:21]([S:34]([CH:31]([CH3:33])[CH3:32])(=[O:36])=[O:35])[CH2:20][CH2:19]2)[C:15]2[C:10](=[CH:11][CH:12]=[CH:13][CH:14]=2)[N:9]=1. (4) The product is: [CH3:8][C:13]1[N:14]=[C:9]([C:16]([O:19][CH3:22])=[O:17])[C:10]([N:2]2[N:3]=[CH:4][CH:5]=[N:1]2)=[CH:11][CH:12]=1. Given the reactants [NH:1]1[CH:5]=[CH:4][N:3]=[N:2]1.CN[C@@H:8]1[CH2:13][CH2:12][CH2:11][CH2:10][C@H:9]1[NH:14]C.[C:16]([O-:19])([O-])=[O:17].[Cs+].[Cs+].[C:22](=O)([O-])[O-], predict the reaction product. (5) Given the reactants [CH2:1]([O:8][C:9]1[CH:10]=[C:11]([C:15]2[C:23]3[C:22]([NH2:24])=[N:21][CH:20]=[N:19][C:18]=3[N:17]([C@H:25]3[CH2:30][CH2:29][C@@H:28]([NH:31][C:32]4[N:37]=[CH:36][CH:35]=[CH:34][N:33]=4)[CH2:27][CH2:26]3)[CH:16]=2)[CH:12]=[CH:13][CH:14]=1)[C:2]1[CH:7]=[CH:6][CH:5]=[CH:4][CH:3]=1, predict the reaction product. The product is: [CH2:1]([O:8][C:9]1[CH:10]=[C:11]([C:15]2[C:23]3[C:22]([NH2:24])=[N:21][CH:20]=[N:19][C:18]=3[N:17]([C@H:25]3[CH2:30][CH2:29][C@@H:28]([NH:31][C:32]4[NH:37][CH2:36][CH2:35][CH2:34][N:33]=4)[CH2:27][CH2:26]3)[CH:16]=2)[CH:12]=[CH:13][CH:14]=1)[C:2]1[CH:3]=[CH:4][CH:5]=[CH:6][CH:7]=1.